Dataset: Catalyst prediction with 721,799 reactions and 888 catalyst types from USPTO. Task: Predict which catalyst facilitates the given reaction. (1) Reactant: [CH2:1]([O:4][CH:5]([C:10]1[N:11]([CH3:18])[N:12]=[CH:13][C:14]=1[N+:15]([O-:17])=[O:16])[CH2:6][C:7]([OH:9])=O)[CH:2]=[CH2:3].[C:19](Cl)(=O)[C:20](Cl)=O.CN(C=O)C.C([Sn](CCCC)(CCCC)CCCC)=C. Product: [CH2:1]([O:4][CH:5]([C:10]1[N:11]([CH3:18])[N:12]=[CH:13][C:14]=1[N+:15]([O-:17])=[O:16])[CH2:6][C:7](=[O:9])[CH:19]=[CH2:20])[CH:2]=[CH2:3]. The catalyst class is: 2. (2) Reactant: [Br:1][C:2]1[CH:3]=[C:4]([C:8]2([CH3:15])[CH2:13][O:12][CH2:11][C:10]([NH2:14])=[N:9]2)[CH:5]=[CH:6][CH:7]=1.C(N(CC)CC)C.[CH3:23][O:24][C:25]1[CH:30]=[CH:29][C:28]([C:31](Cl)([C:38]2[CH:43]=[CH:42][C:41]([O:44][CH3:45])=[CH:40][CH:39]=2)[C:32]2[CH:37]=[CH:36][CH:35]=[CH:34][CH:33]=2)=[CH:27][CH:26]=1.O. Product: [CH3:45][O:44][C:41]1[CH:40]=[CH:39][C:38]([C:31]([NH:14][C:10]2[CH2:11][O:12][CH2:13][C:8]([C:4]3[CH:5]=[CH:6][CH:7]=[C:2]([Br:1])[CH:3]=3)([CH3:15])[N:9]=2)([C:28]2[CH:27]=[CH:26][C:25]([O:24][CH3:23])=[CH:30][CH:29]=2)[C:32]2[CH:37]=[CH:36][CH:35]=[CH:34][CH:33]=2)=[CH:43][CH:42]=1. The catalyst class is: 4. (3) Reactant: [O:1]=[C:2]1[C:9]2[C:10]([C:13]([OH:15])=O)=[CH:11][O:12][C:8]=2[CH2:7][C:4]2([CH2:6][CH2:5]2)C1.[NH2:16][C:17]1[CH:18]=[CH:19][C:20]([N:26]2[CH2:31][CH2:30][N:29]([C:32](=[O:34])[CH3:33])[CH2:28][CH2:27]2)=[N:21][C:22]=1[O:23][CH2:24][CH3:25].CN1C=[C:43]2[C:38](C=CC(N)=C2)=[N:37]1.[CH2:46]([OH:48])C. Product: [C:32]([N:29]1[CH2:28][CH2:27][N:26]([C:20]2[N:21]=[C:22]([O:23][CH2:24][CH3:25])[C:17]([NH:16][C:13]([C:10]3[C:9]4[C:2](=[O:1])[N:37]([CH2:38][CH2:43][O:48][CH3:46])[C:4]([CH3:5])([CH3:6])[CH2:7][C:8]=4[O:12][CH:11]=3)=[O:15])=[CH:18][CH:19]=2)[CH2:31][CH2:30]1)(=[O:34])[CH3:33]. The catalyst class is: 175. (4) Reactant: [C:1]([O:5][C:6](=[O:31])[NH:7][C@@H:8]([CH2:21][C:22]1[CH:27]=[CH:26][C:25]([N+:28]([O-:30])=[O:29])=[CH:24][CH:23]=1)[C:9](=[C:11]1[C:16](=[O:17])[O:15][C:14]([CH3:19])([CH3:18])[O:13][C:12]1=[O:20])O)([CH3:4])([CH3:3])[CH3:2].C(O)(=O)C.[BH4-].[Na+]. Product: [C:1]([O:5][C:6](=[O:31])[NH:7][C@@H:8]([CH2:21][C:22]1[CH:23]=[CH:24][C:25]([N+:28]([O-:30])=[O:29])=[CH:26][CH:27]=1)[CH2:9][CH:11]1[C:12](=[O:20])[O:13][C:14]([CH3:18])([CH3:19])[O:15][C:16]1=[O:17])([CH3:2])([CH3:3])[CH3:4]. The catalyst class is: 2. (5) Reactant: [CH2:1]([S:3]([N:6]1[CH2:11][CH2:10][CH:9]([C:12]2[C:20]3[C:15](=[C:16]([C:29]([NH2:31])=[O:30])[CH:17]=[C:18]([C:21]4[CH:26]=[CH:25][CH:24]=[C:23]([CH2:27][OH:28])[CH:22]=4)[CH:19]=3)[NH:14][N:13]=2)[CH2:8][CH2:7]1)(=[O:5])=[O:4])[CH3:2]. Product: [CH2:1]([S:3]([N:6]1[CH2:7][CH2:8][CH:9]([C:12]2[C:20]3[C:15](=[C:16]([C:29]([NH2:31])=[O:30])[CH:17]=[C:18]([C:21]4[CH:26]=[CH:25][CH:24]=[C:23]([CH:27]=[O:28])[CH:22]=4)[CH:19]=3)[NH:14][N:13]=2)[CH2:10][CH2:11]1)(=[O:4])=[O:5])[CH3:2]. The catalyst class is: 725. (6) Reactant: [CH2:1]([O:8][C:9]1[CH:10]=[C:11]([C:15]2[N:16]=[C:17]([CH:25]3[CH2:28][CH:27]([CH2:29][OH:30])[CH2:26]3)[N:18]3[CH:23]=[CH:22][N:21]=[C:20](Cl)[C:19]=23)[CH:12]=[CH:13][CH:14]=1)[C:2]1[CH:7]=[CH:6][CH:5]=[CH:4][CH:3]=1.C(OC1C=C(C2[N:46]=C(C3CC(=C)C3)N3C=CN=C(Cl)C=23)C=CC=1)C1C=CC=CC=1.B1C2CCCC1CCC2.[OH-].[Na+].OO. Product: [NH2:46][C:20]1[C:19]2[N:18]([C:17]([CH:25]3[CH2:28][CH:27]([CH2:29][OH:30])[CH2:26]3)=[N:16][C:15]=2[C:11]2[CH:12]=[CH:13][CH:14]=[C:9]([O:8][CH2:1][C:2]3[CH:7]=[CH:6][CH:5]=[CH:4][CH:3]=3)[CH:10]=2)[CH:23]=[CH:22][N:21]=1. The catalyst class is: 1. (7) Reactant: [C:1]([CH:3]1[CH2:8][CH2:7][C:6](=[CH:9][C:10](OCC)=[O:11])[CH2:5][CH2:4]1)#[N:2].[H-].[H-].[H-].[H-].[Li+].[Al+3].O.[OH-].[Na+]. Product: [OH:11][CH2:10][CH:9]=[C:6]1[CH2:7][CH2:8][CH:3]([C:1]#[N:2])[CH2:4][CH2:5]1. The catalyst class is: 1.